The task is: Binary Classification. Given a drug SMILES string, predict its activity (active/inactive) in a high-throughput screening assay against a specified biological target.. This data is from Serine/threonine kinase 33 screen with 319,792 compounds. The drug is O=C(NNC(=O)c1c(cccc1)C(O)=O)c1ccc(c2ccccc2)cc1. The result is 0 (inactive).